Dataset: Reaction yield outcomes from USPTO patents with 853,638 reactions. Task: Predict the reaction yield, written as a fraction of the theoretical maximum amount of product (1.0 means a 100% yield; for example, 0.34 means a 34% yield). The reactants are [CH3:1][N:2]([CH3:22])[CH2:3][CH2:4][O:5][C:6]1[CH:11]=[CH:10][C:9]([NH:12]C(=O)C)=[CH:8][C:7]=1[C:16]1[N:17]([CH3:21])[N:18]=[CH:19][CH:20]=1.[OH-].[Na+]. The catalyst is C(O)C.O. The product is [CH3:1][N:2]([CH3:22])[CH2:3][CH2:4][O:5][C:6]1[CH:11]=[CH:10][C:9]([NH2:12])=[CH:8][C:7]=1[C:16]1[N:17]([CH3:21])[N:18]=[CH:19][CH:20]=1. The yield is 0.875.